From a dataset of Experimentally validated miRNA-target interactions with 360,000+ pairs, plus equal number of negative samples. Binary Classification. Given a miRNA mature sequence and a target amino acid sequence, predict their likelihood of interaction. (1) The miRNA is hsa-miR-141-3p with sequence UAACACUGUCUGGUAAAGAUGG. The protein sequence of the target gene is MEERKQETTNQAHVLFDRFVQATTCKGTLRAFQELCDHLELKPKDYRSFYHKLKSKLNYWKAKALWAKLDKRGSHKDYKKGKACTNTKCLIIGAGPCGLRTAIDLSLLGAKVVVIEKRDAFSRNNVLHLWPFTIHDLRGLGAKKFYGKFCAGAIDHISIRQLQLILLKVALILGIEIHVNVEFQGLVQPPEDQENERIGWRALVHPKTHPVSEYEFEVIIGGDGRRNTLEGFRRKEFRGKLAIAITANFINRNTTAEAKVEEISGVAFIFNQKFFQELREATGIDLENIVYYKDDTHYFV.... Result: 0 (no interaction). (2) The miRNA is mmu-miR-421-3p with sequence AUCAACAGACAUUAAUUGGGCGC. The protein sequence of the target gene is MFVASERKMRAHQVLTFLLLFVITSVASENASTSRGCGLDLLPQYVSLCDLDAIWGIVVEAVAGAGALITLLLMLILLVRLPFIKEKEKKSPVGLHFLFLLGTLGLFGLTFAFIIQEDETICSVRRFLWGVLFALCFSCLLSQAWRVRRLVRHGTGPAGWQLVGLALCLMLVQVIIAVEWLVLTVLRDTRPACAYEPMDFVMALIYDMVLLVVTLGLALFTLCGKFKRWKLNGAFLLITAFLSVLIWVAWMTMYLFGNVKLQQGDAWNDPTLAITLAASGWVFVIFHAIPEIHCTLLPAL.... Result: 0 (no interaction). (3) The miRNA is hsa-miR-331-3p with sequence GCCCCUGGGCCUAUCCUAGAA. The protein sequence of the target gene is MEGVGAVRFWLVVCGCLAFPPRAESVCPERCDCQHPQHLLCTNRGLRAVPKTSSLPSPQDVLTYSLGGNFITNITAFDFHRLGQLRRLDLQYNQIRSLHPKTFEKLSRLEELYLGNNLLQALVPGTLAPLRKLRILYANGNEIGRLSRGSFEGLESLVKLRLDGNVLGALPDAVFAPLGNLLYLHLESNRIRFLGKNAFSQLGKLRFLNLSANELQPSLRHAATFVPLRSLSTLILSANSLQHLGPRVFQHLPRLGLLSLSGNQLTHLAPEAFWGLEALRELRLEGNRLNQLPLTLLEPL.... Result: 0 (no interaction). (4) The miRNA is hsa-miR-8063 with sequence UCAAAAUCAGGAGUCGGGGCUU. The protein sequence of the target gene is MGLRIHFVVDPHGWCCMGLIVFVWLYNIVLIPKIVLFPHYEEGHIPGILIIIFYGISIFCLVALVRASITDPGRLPENPKIPHGEREFWELCNKCNLMRPKRSHHCSRCGHCVRRMDHHCPWINNCVGEDNHWLFLQLCFYTELLTCYALMFSFCHYYYFLPLKKRNLDLFVFRHELAIMRLAAFMGITMLVGITGLFYTQLIGIITDTTSIEKMSNCCEDISRPRKPWQQTFSEVFGTRWKILWFIPFRQRQPLRVPYHFANHV. Result: 1 (interaction). (5) The protein sequence of the target gene is MEQLTTLPRLGDLGAMEPWALPAWQHWTQGQGCKPGDASPSIAGTPTALQVKGLRFEESSKPEGAHSPGPVGNTDPEATETGLPKLGQQAESPGYSCSGLEEEEAQAYKAKFNIGFGDRPNLELLRALGELQQRCTILKEENQMLRKSSFPETEEKVRRLKRKNAELAVIAKRLEERAQKLQETNMRVVSAPVPRPGSSLELCRKALARQRARDLSETASALLAKDKQIAALQRECRELQARLSLVGKEGPQWLHMRDFDRLLRESQREVLRLQRQIALRNQREPLRPARSPGPTAPSRV.... The miRNA is hsa-miR-6731-5p with sequence UGGGAGAGCAGGGUAUUGUGGA. Result: 0 (no interaction). (6) The miRNA is mmu-miR-696 with sequence GCGUGUGCUUGCUGUGGG. The protein sequence of the target gene is MPCVQAQYSPSPPGSSYAAQTYSSEYTTEIMNPDYTKLTMDLGSTEITATATTSLPSISTFVEGYSSNYELKPSCVYQMQRPLIKVEEGRAPSYHHHHHHHHHHHHHHQQQHQQPSIPPASSPEDEVLPSTSMYFKQSPPSTPTTPAFPPQAGALWDEALPSAPGCIAPGPLLDPPMKAVPTVAGARFPLFHFKPSPPHPPAPSPAGGHHLGYDPTAAAALSLPLGAAAAAGSQAAALESHPYGLPLAKRAAPLAFPPLGLTPSPTASSLLGESPSLPSPPSRSSSSGEGTCAVCGDNAA.... Result: 0 (no interaction). (7) Result: 1 (interaction). The miRNA is mmu-miR-152-3p with sequence UCAGUGCAUGACAGAACUUGG. The protein sequence of the target gene is MQTQRVPGRKRGRPPLHSTRVQMAVHNLYSASAASVPAVTIPKKRGRKPRYKIKSPVLMTPLALSPPRSTPEPDLSSIPQDAATIPSLVVPEALTVCLYINKQADVGPYLERRKLQQLPERLGPERPATVLQQAVQACIDCAHQPRLVFSLVKQGYRGELVSVSASFDGKQHLRSLPVVNSVGYVLRFLTKLCRSLLCDNLFSHLPFPGSIGASDKAQEREDGRTESAKVATAEECLANAVGMNRYAMDFSHRGSVTHSSSLYKRLTCGDSHLAGGPATTTSGSRTNPVPSGGSSSPGLR.... (8) The miRNA is hsa-miR-5197-5p with sequence CAAUGGCACAAACUCAUUCUUGA. The protein sequence of the target gene is MMEESGIETTPPGTPPPNPAGLAATAMSSTPVPLAATSSFSSPNVSSMESFPPLAYSTPQPPLPPVRPSAPLPFVPPPAVPSVPPLVTSMPPPVSPSTAAAFGNPPVSHFPPSTSAPNTLLPAPPSGPPISGFSVGSTYDITRGHAGRAPQTPLMPSFSAPSGTGLLPTPITQQASLTSLAQGTGTTSAITFPEEQEDPRITRGQDEASAGGIWGFIKGVAGNPMVKSVLDKTKHSVESMITTLDPGMAPYIKSGGELDIVVTSNKEVKVAAVRDAFQEVFGLAVVVGEAGQSNIAPQPV.... Result: 1 (interaction). (9) The miRNA is hsa-miR-6786-5p with sequence GCGGUGGGGCCGGAGGGGCGU. The protein sequence of the target gene is MAEGEDVGWWRSWLQQSYQAVKEKSSEALEFMKRDLTEFTQVVQHDTACTIAATASVVKEKLATEGSSGATEKMKKGLSDFLGVISDTFAPSPDKTIDCDVITLMGTPSGTAEPYDGTKARLYSLQSDPATYCNEPDGPPELFDAWLSQFCLEEKKGEISELLVGSPSIRALYTKMVPAAVSHSEFWHRYFYKVHQLEQEQARRDALKQRAEQSISEEPGWEEEEEELMGISPISPKEAKVPVAKISTFPEGEPGPQSPCEENLVTSVEPPAEVTPSESSESISLVTQIANPATAPEARV.... Result: 0 (no interaction).